Regression. Given a peptide amino acid sequence and an MHC pseudo amino acid sequence, predict their binding affinity value. This is MHC class I binding data. From a dataset of Peptide-MHC class I binding affinity with 185,985 pairs from IEDB/IMGT. (1) The peptide sequence is DSMQYTYKIV. The MHC is H-2-Db with pseudo-sequence H-2-Db. The binding affinity (normalized) is 0. (2) The peptide sequence is ELPQRETWTV. The MHC is Mamu-A01 with pseudo-sequence Mamu-A01. The binding affinity (normalized) is 0. (3) The peptide sequence is SDDQLRLLK. The MHC is HLA-B08:01 with pseudo-sequence HLA-B08:01. The binding affinity (normalized) is 0.0847. (4) The peptide sequence is TPMLRHTIEN. The MHC is HLA-B07:02 with pseudo-sequence HLA-B07:02. The binding affinity (normalized) is 0.360. (5) The peptide sequence is LERIKANIF. The MHC is HLA-B58:01 with pseudo-sequence HLA-B58:01. The binding affinity (normalized) is 0.0847. (6) The peptide sequence is RVRGLYFPA. The MHC is HLA-A02:06 with pseudo-sequence HLA-A02:06. The binding affinity (normalized) is 0.167. (7) The peptide sequence is AEAEYEENKII. The MHC is Mamu-B01 with pseudo-sequence Mamu-B01. The binding affinity (normalized) is 0. (8) The peptide sequence is LRGNVAANK. The MHC is HLA-B27:05 with pseudo-sequence HLA-B27:05. The binding affinity (normalized) is 0.567. (9) The peptide sequence is STSRSYMSF. The MHC is HLA-B15:09 with pseudo-sequence HLA-B15:09. The binding affinity (normalized) is 0.0847.